Predict the reaction yield, written as a fraction of the theoretical maximum amount of product (1.0 means a 100% yield; for example, 0.34 means a 34% yield). From a dataset of Reaction yield outcomes from USPTO patents with 853,638 reactions. (1) The product is [OH:1][C@H:2]([C@@H:29]([NH:37][C:38](=[O:58])[C@@H:39]([NH:43][C:44](=[O:57])[C@@H:45]([NH:50][C:51](=[O:56])[CH2:52][CH:53]([CH3:55])[CH3:54])[CH2:46][CH:47]([CH3:48])[CH3:49])[CH:40]([CH3:42])[CH3:41])[CH2:30][C:31]1[CH:36]=[CH:35][CH:34]=[CH:33][CH:32]=1)[CH2:3][C:4]([NH:6][C@@H:7]([C@@H:25]([CH3:28])[CH2:26][CH3:27])[C:8]([NH:10][C@@H:11]([CH:22]([CH3:24])[CH3:23])[C:12]([OH:14])=[O:13])=[O:9])=[O:5]. The reactants are [OH:1][C@H:2]([C@@H:29]([NH:37][C:38](=[O:58])[C@@H:39]([NH:43][C:44](=[O:57])[C@@H:45]([NH:50][C:51](=[O:56])[CH2:52][CH:53]([CH3:55])[CH3:54])[CH2:46][CH:47]([CH3:49])[CH3:48])[CH:40]([CH3:42])[CH3:41])[CH2:30][C:31]1[CH:36]=[CH:35][CH:34]=[CH:33][CH:32]=1)[CH2:3][C:4]([NH:6][C@@H:7]([C@@H:25]([CH3:28])[CH2:26][CH3:27])[C:8]([NH:10][C@@H:11]([CH:22]([CH3:24])[CH3:23])[C:12]([O:14]CC1C=CC=CC=1)=[O:13])=[O:9])=[O:5].CC(OC)(C)C. The yield is 0.820. The catalyst is C1COCC1.O.[Pd]. (2) The reactants are [C:1]([N:5]1[C:10](=O)[CH:9]2[C:7]([C:12]3[CH:17]=[CH:16][C:15]([Cl:18])=[C:14]([Cl:19])[CH:13]=3)([CH2:8]2)[C:6]1=[O:20])([CH3:4])([CH3:3])[CH3:2].B.C(OCC)(=O)C. The catalyst is C1COCC1. The product is [C:1]([N:5]1[CH2:10][CH:9]2[C:7]([C:12]3[CH:17]=[CH:16][C:15]([Cl:18])=[C:14]([Cl:19])[CH:13]=3)([CH2:8]2)[C:6]1=[O:20])([CH3:4])([CH3:2])[CH3:3]. The yield is 0.750.